This data is from Full USPTO retrosynthesis dataset with 1.9M reactions from patents (1976-2016). The task is: Predict the reactants needed to synthesize the given product. Given the product [NH:1]1[C:5]2[CH:6]=[CH:7][CH:8]=[CH:9][C:4]=2[N:3]=[C:2]1[C:10]([C:12]1[CH:17]=[CH:16][C:15]([O:18][C:19]2[C:24]([C:30]3[CH2:31][CH2:32][C:27]([F:42])([F:26])[CH2:28][CH:29]=3)=[N:23][CH:22]=[CH:21][N:20]=2)=[CH:14][CH:13]=1)=[O:11], predict the reactants needed to synthesize it. The reactants are: [NH:1]1[C:5]2[CH:6]=[CH:7][CH:8]=[CH:9][C:4]=2[N:3]=[C:2]1[C:10]([C:12]1[CH:17]=[CH:16][C:15]([O:18][C:19]2[C:24](Cl)=[N:23][CH:22]=[CH:21][N:20]=2)=[CH:14][CH:13]=1)=[O:11].[F:26][C:27]1([F:42])[CH2:32][CH2:31][C:30](B2OC(C)(C)C(C)(C)O2)=[CH:29][CH2:28]1.C(=O)([O-])[O-].[Na+].[Na+].